From a dataset of Catalyst prediction with 721,799 reactions and 888 catalyst types from USPTO. Predict which catalyst facilitates the given reaction. (1) Reactant: [NH:1]1[C:5]2=[N:6][CH:7]=[CH:8][CH:9]=[C:4]2[CH:3]=[CH:2]1.[N:10]1([C:16]2[CH:23]=[CH:22][CH:21]=[CH:20][C:17]=2[C:18]#[N:19])[CH2:15][CH2:14][NH:13][CH2:12][CH2:11]1.[C:24]([O-])(=O)C.[Na+].C=O.[OH-].[Na+]. Product: [NH:1]1[C:5]2=[N:6][CH:7]=[CH:8][CH:9]=[C:4]2[C:3]([CH2:24][N:13]2[CH2:14][CH2:15][N:10]([C:16]3[CH:23]=[CH:22][CH:21]=[CH:20][C:17]=3[C:18]#[N:19])[CH2:11][CH2:12]2)=[CH:2]1. The catalyst class is: 211. (2) Reactant: [CH2:1]([C:3]1[CH:10]=[CH:9][CH:8]=[C:7]([CH2:11][CH3:12])[C:4]=1[CH:5]=O)[CH3:2].C1(P(C2C=CC=CC=2)C2C=CC=CC=2)C=CC=CC=1.[Br:32][C:33](Br)(Br)[Br:34]. Product: [Br:32][C:33]([Br:34])=[CH:5][C:4]1[C:3]([CH2:1][CH3:2])=[CH:10][CH:9]=[CH:8][C:7]=1[CH2:11][CH3:12]. The catalyst class is: 4. (3) Reactant: [OH-].[Na+].[CH3:3][C:4]1[C:9]([CH2:10][O:11][C:12]2[CH:20]=[CH:19][C:18]3[C@@H:17]4[C@@H:21]([C:22]([O:24]CC)=[O:23])[C@@H:16]4[CH2:15][C:14]=3[CH:13]=2)=[CH:8][CH:7]=[CH:6][C:5]=1[C:27]1[C:32]([CH3:33])=[CH:31][CH:30]=[CH:29][C:28]=1[CH3:34].O.Cl. Product: [CH3:3][C:4]1[C:9]([CH2:10][O:11][C:12]2[CH:20]=[CH:19][C:18]3[C@@H:17]4[C@@H:21]([C:22]([OH:24])=[O:23])[C@@H:16]4[CH2:15][C:14]=3[CH:13]=2)=[CH:8][CH:7]=[CH:6][C:5]=1[C:27]1[C:32]([CH3:33])=[CH:31][CH:30]=[CH:29][C:28]=1[CH3:34]. The catalyst class is: 36. (4) Reactant: Br[C:2]1[CH:3]=[CH:4][C:5]2[C:6]3[C:16](=O)[NH:15][CH2:14][CH2:13][CH2:12][C:7]=3[N:8]([CH3:11])[C:9]=2[CH:10]=1.[CH2:18]([O:25][C:26]1[CH:31]=[CH:30][NH:29][C:28](=[O:32])[CH:27]=1)[C:19]1[CH:24]=[CH:23][CH:22]=[CH:21][CH:20]=1.C([O-])([O-])=O.[Cs+].[Cs+].OC1C=CC=C2C=1N=CC=C2. The catalyst class is: 846. Product: [CH2:18]([O:25][C:26]1[CH:31]=[CH:30][N:29]([C:2]2[CH:3]=[CH:4][C:5]3[C:6]4[CH2:16][NH:15][CH2:14][CH2:13][CH2:12][C:7]=4[N:8]([CH3:11])[C:9]=3[CH:10]=2)[C:28](=[O:32])[CH:27]=1)[C:19]1[CH:20]=[CH:21][CH:22]=[CH:23][CH:24]=1. (5) Reactant: [F:1][C:2]([F:25])([F:24])[C:3]1[CH:8]=[CH:7][C:6]([N:9]2[C:13]3[CH:14]=[CH:15][C:16]4[CH:21]=[C:20]([CH:22]=O)[CH:19]=[CH:18][C:17]=4[C:12]=3[N:11]=[CH:10]2)=[CH:5][CH:4]=1.[NH2:26][NH:27][C:28]([NH:30][C:31]1[C:36]([CH3:37])=[CH:35][C:34](Br)=[CH:33][C:32]=1[CH3:39])=[S:29]. Product: [CH3:37][C:36]1[CH:35]=[CH:34][CH:33]=[C:32]([CH3:39])[C:31]=1[NH:30][C:28]([NH:27]/[N:26]=[CH:22]/[C:20]1[CH:19]=[CH:18][C:17]2[C:12]3[N:11]=[CH:10][N:9]([C:6]4[CH:7]=[CH:8][C:3]([C:2]([F:25])([F:24])[F:1])=[CH:4][CH:5]=4)[C:13]=3[CH:14]=[CH:15][C:16]=2[CH:21]=1)=[S:29]. The catalyst class is: 8.